This data is from Reaction yield outcomes from USPTO patents with 853,638 reactions. The task is: Predict the reaction yield, written as a fraction of the theoretical maximum amount of product (1.0 means a 100% yield; for example, 0.34 means a 34% yield). The reactants are [Br:1][C:2]1[CH:3]=[CH:4][C:5]([OH:11])=[C:6]([C:8](=[O:10])[CH3:9])[CH:7]=1.[CH3:12][C:13]1[N:14]=[C:15]([CH:18]=O)[S:16][CH:17]=1.[OH-].[K+]. The catalyst is C(O)C. The product is [Br:1][C:2]1[CH:3]=[CH:4][C:5]([OH:11])=[C:6]([C:8](=[O:10])/[CH:9]=[CH:18]/[C:15]2[S:16][CH:17]=[C:13]([CH3:12])[N:14]=2)[CH:7]=1. The yield is 0.270.